Dataset: Forward reaction prediction with 1.9M reactions from USPTO patents (1976-2016). Task: Predict the product of the given reaction. (1) The product is: [F:8][C:9]1[CH:10]=[C:11]2[C:15](=[CH:16][C:17]=1[F:18])[N:14]([CH2:2][C:3]([O:5][CH2:6][CH3:7])=[O:4])[CH:13]=[CH:12]2. Given the reactants Br[CH2:2][C:3]([O:5][CH2:6][CH3:7])=[O:4].[F:8][C:9]1[CH:10]=[C:11]2[C:15](=[CH:16][C:17]=1[F:18])[NH:14][CH:13]=[CH:12]2, predict the reaction product. (2) Given the reactants C([O:3][C:4]([C:6]1[C:7]2[N:8]=[CH:9][CH:10]=[N:11][C:12]=2[C:13]([C:16]2[C:21]([F:22])=[C:20]([O:23][CH3:24])[CH:19]=[C:18]([O:25][CH3:26])[C:17]=2[Cl:27])=[CH:14][CH:15]=1)=O)C.CO.C1COCC1.CO.[CH3:37][N:38]1[CH2:43][CH2:42][N:41]([CH2:44][C:45]2[N:46]=[C:47]([N+:50]([O-])=O)[NH:48][CH:49]=2)[CH2:40][CH2:39]1, predict the reaction product. The product is: [CH3:37][N:38]1[CH2:43][CH2:42][N:41]([CH2:44][C:45]2[N:46]=[C:47]([NH:50][C:4]([C:6]3[C:7]4[N:8]=[CH:9][CH:10]=[N:11][C:12]=4[C:13]([C:16]4[C:21]([F:22])=[C:20]([O:23][CH3:24])[CH:19]=[C:18]([O:25][CH3:26])[C:17]=4[Cl:27])=[CH:14][CH:15]=3)=[O:3])[NH:48][CH:49]=2)[CH2:40][CH2:39]1. (3) The product is: [F:1][C:2]1[CH:3]=[CH:4][C:5]2[O:11][CH2:10][CH2:9][N:8]3[CH:12]=[C:13]([C:15]4[N:39]([CH:36]([CH3:38])[CH3:37])[N:23]=[C:21]([CH3:22])[N:17]=4)[N:14]=[C:7]3[C:6]=2[CH:18]=1. Given the reactants [F:1][C:2]1[CH:3]=[CH:4][C:5]2[O:11][CH2:10][CH2:9][N:8]3[CH:12]=[C:13]([C:15]([NH2:17])=O)[N:14]=[C:7]3[C:6]=2[CH:18]=1.CO[C:21](OC)([N:23](C)C)[CH3:22].C1(C)C=CC=CC=1.Cl.[CH:36]([NH:39]N)([CH3:38])[CH3:37], predict the reaction product. (4) Given the reactants [OH:1][C:2]1[CH:7]=[CH:6][C:5]([C:8]2[CH:9]=[C:10]([C:25]([OH:27])=O)[C:11]3[C:16]([CH:17]=[CH2:18])=[N:15][N:14]([CH:19]4[CH2:24][CH2:23][CH2:22][CH2:21][O:20]4)[C:12]=3[N:13]=2)=[CH:4][CH:3]=1.[C:28]([N:35]1[CH2:40][CH2:39][NH:38][CH2:37][CH2:36]1)([O:30][C:31]([CH3:34])([CH3:33])[CH3:32])=[O:29].ON1C2C=CC=CC=2N=N1.Cl.CN(C)CCCN=C=NCC, predict the reaction product. The product is: [C:31]([O:30][C:28]([N:35]1[CH2:40][CH2:39][N:38]([C:25]([C:10]2[C:11]3[C:16]([CH:17]=[CH2:18])=[N:15][N:14]([CH:19]4[CH2:24][CH2:23][CH2:22][CH2:21][O:20]4)[C:12]=3[N:13]=[C:8]([C:5]3[CH:4]=[CH:3][C:2]([OH:1])=[CH:7][CH:6]=3)[CH:9]=2)=[O:27])[CH2:37][CH2:36]1)=[O:29])([CH3:34])([CH3:32])[CH3:33]. (5) Given the reactants I([O-])(=O)(=O)=O.[Na+].[OH:7][CH:8]([C:11]1[CH:20]=[CH:19][C:18]2[C:13](=[C:14]([N:21]3[CH2:26][CH2:25][CH:24]([CH2:27][NH:28][C:29](=[O:35])[O:30][C:31]([CH3:34])([CH3:33])[CH3:32])[CH2:23][CH2:22]3)[CH:15]=[CH:16][CH:17]=2)[N:12]=1)CO, predict the reaction product. The product is: [CH:8]([C:11]1[CH:20]=[CH:19][C:18]2[C:13](=[C:14]([N:21]3[CH2:26][CH2:25][CH:24]([CH2:27][NH:28][C:29](=[O:35])[O:30][C:31]([CH3:33])([CH3:32])[CH3:34])[CH2:23][CH2:22]3)[CH:15]=[CH:16][CH:17]=2)[N:12]=1)=[O:7]. (6) Given the reactants F[C:2]1[CH:20]=[CH:19][C:18]([C:21]([F:24])([F:23])[F:22])=[CH:17][C:3]=1[C:4]([NH:6][C:7]1[CH:12]=[CH:11][CH:10]=[C:9]([S:13](=[O:16])(=[O:15])[NH2:14])[CH:8]=1)=[O:5].[Cl:25][C:26]1[CH:31]=[C:30]([F:32])[CH:29]=[CH:28][C:27]=1[OH:33].C(=O)([O-])[O-].[Cs+].[Cs+], predict the reaction product. The product is: [Cl:25][C:26]1[CH:31]=[C:30]([F:32])[CH:29]=[CH:28][C:27]=1[O:33][C:2]1[CH:20]=[CH:19][C:18]([C:21]([F:24])([F:23])[F:22])=[CH:17][C:3]=1[C:4]([NH:6][C:7]1[CH:12]=[CH:11][CH:10]=[C:9]([S:13](=[O:16])(=[O:15])[NH2:14])[CH:8]=1)=[O:5]. (7) Given the reactants [F:1][C:2]([F:42])([F:41])[C:3]1[CH:4]=[C:5]([CH:34]=[C:35]([C:37]([F:40])([F:39])[F:38])[CH:36]=1)[CH2:6][N:7]([CH2:14][C:15]1[C:20]([C:21]2[CH:26]=[C:25]([CH:27]([CH3:29])[CH3:28])[C:24]([F:30])=[CH:23][C:22]=2[O:31][CH3:32])=[CH:19][CH:18]=[C:17](Cl)[N:16]=1)[C:8]1[N:9]=[N:10][N:11]([CH3:13])[N:12]=1.[C:43](B(O)O)([CH3:45])=[CH2:44], predict the reaction product. The product is: [F:1][C:2]([F:42])([F:41])[C:3]1[CH:4]=[C:5]([CH:34]=[C:35]([C:37]([F:40])([F:39])[F:38])[CH:36]=1)[CH2:6][N:7]([CH2:14][C:15]1[C:20]([C:21]2[CH:26]=[C:25]([CH:27]([CH3:29])[CH3:28])[C:24]([F:30])=[CH:23][C:22]=2[O:31][CH3:32])=[CH:19][CH:18]=[C:17]([C:43]([CH3:45])=[CH2:44])[N:16]=1)[C:8]1[N:9]=[N:10][N:11]([CH3:13])[N:12]=1. (8) Given the reactants [F:1][C:2]1[CH:3]=[C:4]([CH:13]([NH:17][C:18]([N:20]2[CH2:25][C:24](=[O:26])[NH:23][C:22]3[CH:27]=[C:28]([CH3:31])[CH:29]=[N:30][C:21]2=3)=[O:19])[CH2:14][O:15][CH3:16])[CH:5]=[CH:6][C:7]=1[O:8][C:9]([F:12])([F:11])[F:10].C(=O)=O.CO, predict the reaction product. The product is: [F:1][C:2]1[CH:3]=[C:4]([C@@H:13]([NH:17][C:18]([N:20]2[CH2:25][C:24](=[O:26])[NH:23][C:22]3[CH:27]=[C:28]([CH3:31])[CH:29]=[N:30][C:21]2=3)=[O:19])[CH2:14][O:15][CH3:16])[CH:5]=[CH:6][C:7]=1[O:8][C:9]([F:11])([F:12])[F:10]. (9) Given the reactants COC([C:5]1[C:14]([OH:15])=[N:13][C:8]2=[N:9][CH:10]=[CH:11][N:12]=[C:7]2[C:6]=1[OH:16])=O, predict the reaction product. The product is: [OH:16][C:6]1[C:7]2[C:8](=[N:9][CH:10]=[CH:11][N:12]=2)[NH:13][C:14](=[O:15])[CH:5]=1. (10) Given the reactants [Br:1][C:2]1[CH:11]=[CH:10][C:5]([C:6]([O:8][CH3:9])=[O:7])=[CH:4][C:3]=1[CH2:12]OC.FC1C(C)=C(C2C=CC(C(O)=O)=CC=2COC)C=CC=1.[C:35]([O-:38])(=[O:37])[CH3:36].[Na+], predict the reaction product. The product is: [C:35]([O:38][CH2:12][C:3]1[CH:4]=[C:5]([CH:10]=[CH:11][C:2]=1[Br:1])[C:6]([O:8][CH3:9])=[O:7])(=[O:37])[CH3:36].